Dataset: Forward reaction prediction with 1.9M reactions from USPTO patents (1976-2016). Task: Predict the product of the given reaction. (1) The product is: [CH3:1][C:2]1[CH:7]=[CH:6][C:5]([C:8](=[N:29][O:28][CH2:27][CH2:26][NH:25][C:24](=[O:30])[O:23][C:19]([CH3:21])([CH3:20])[CH3:22])[C:10]2[NH:18][C:13]3=[CH:14][N:15]=[CH:16][CH:17]=[C:12]3[CH:11]=2)=[CH:4][CH:3]=1. Given the reactants [CH3:1][C:2]1[CH:7]=[CH:6][C:5]([C:8]([C:10]2[NH:18][C:13]3=[CH:14][N:15]=[CH:16][CH:17]=[C:12]3[CH:11]=2)=O)=[CH:4][CH:3]=1.[C:19]([O:23][C:24](=[O:30])[NH:25][CH2:26][CH2:27][O:28][NH2:29])([CH3:22])([CH3:21])[CH3:20].Cl, predict the reaction product. (2) Given the reactants [Cl:1][C:2]1[CH:3]=[C:4]([NH:9][NH2:10])[CH:5]=[CH:6][C:7]=1[Cl:8].Cl.[C:12](OC(=O)C)(=[O:14])[CH3:13], predict the reaction product. The product is: [Cl:1][C:2]1[CH:3]=[C:4]([NH:9][NH:10][C:12](=[O:14])[CH3:13])[CH:5]=[CH:6][C:7]=1[Cl:8]. (3) Given the reactants [CH2:1]([O:3][C:4]([C:6]1[C:7](=[O:37])[C:8]2[CH:13]=[N:12][C:11]([NH:14][C:15]3[CH:20]=[CH:19][C:18]([CH:21]4[CH2:26][CH2:25][NH:24][CH2:23][CH2:22]4)=[CH:17][CH:16]=3)=[N:10][C:9]=2[N:27]([C:29]2[CH:34]=[CH:33][C:32]([CH2:35][CH3:36])=[CH:31][CH:30]=2)[CH:28]=1)=[O:5])[CH3:2].[C:38](OC(=O)C)(=[O:40])[CH3:39].O, predict the reaction product. The product is: [CH2:1]([O:3][C:4]([C:6]1[C:7](=[O:37])[C:8]2[CH:13]=[N:12][C:11]([NH:14][C:15]3[CH:16]=[CH:17][C:18]([CH:21]4[CH2:26][CH2:25][N:24]([C:38](=[O:40])[CH3:39])[CH2:23][CH2:22]4)=[CH:19][CH:20]=3)=[N:10][C:9]=2[N:27]([C:29]2[CH:30]=[CH:31][C:32]([CH2:35][CH3:36])=[CH:33][CH:34]=2)[CH:28]=1)=[O:5])[CH3:2]. (4) Given the reactants [O:1](S(C(F)(F)F)(=O)=O)[S:2]([C:5]([F:8])([F:7])[F:6])(=[O:4])=[O:3].[Si:16]([O:23][C:24]1[CH:33]=[C:32]2[C:27]([CH:28]=[CH:29][C:30](O)=[CH:31]2)=[CH:26][CH:25]=1)([C:19]([CH3:22])([CH3:21])[CH3:20])([CH3:18])[CH3:17].O, predict the reaction product. The product is: [F:6][C:5]([F:8])([F:7])[S:2]([O:1][C:30]1[CH:29]=[CH:28][C:27]2[C:32](=[CH:33][C:24]([O:23][Si:16]([C:19]([CH3:22])([CH3:21])[CH3:20])([CH3:17])[CH3:18])=[CH:25][CH:26]=2)[CH:31]=1)(=[O:4])=[O:3]. (5) Given the reactants [Cl:1][CH2:2][CH2:3][N:4]1[CH:8]=[C:7]([C:9]2[N:14]=[C:13]([C:15]([NH:17][C:18]3[C:19]([C:24]([O-])=[O:25])=[N:20][N:21]([CH3:23])[CH:22]=3)=[O:16])[CH:12]=[CH:11][CH:10]=2)[CH:6]=[N:5]1.[Li+].F[P-](F)(F)(F)(F)F.N1(O[P+](N(C)C)(N(C)C)N(C)C)C2C=CC=CC=2N=N1.[C:55]([O:59][C:60](=[O:66])[N:61]([CH2:63][CH2:64][NH2:65])[CH3:62])([CH3:58])([CH3:57])[CH3:56].C(N(C(C)C)C(C)C)C, predict the reaction product. The product is: [C:55]([O:59][C:60](=[O:66])[N:61]([CH2:63][CH2:64][NH:65][C:24]([C:19]1[C:18]([NH:17][C:15]([C:13]2[CH:12]=[CH:11][CH:10]=[C:9]([C:7]3[CH:6]=[N:5][N:4]([CH2:3][CH2:2][Cl:1])[CH:8]=3)[N:14]=2)=[O:16])=[CH:22][N:21]([CH3:23])[N:20]=1)=[O:25])[CH3:62])([CH3:58])([CH3:56])[CH3:57]. (6) Given the reactants N1C2C=CC=CC=2N=C1C1CCN([CH2:16][CH2:17][CH:18]2[O:22][C:21](=[O:23])[C:20]([CH2:26][CH3:27])([CH2:24][CH3:25])[CH2:19]2)CC1.[CH:28]([CH:41]1[CH2:46][CH2:45][NH:44][CH2:43][CH2:42]1)([C:35]1[CH:40]=[CH:39][CH:38]=[CH:37][CH:36]=1)[C:29]1[CH:34]=[CH:33][CH:32]=[CH:31][CH:30]=1.N1(C2C=CC=CC=2C#N)CCNCC1.CC1C=CC(S(OCCC2CC3(CCCC3)C(=O)O2)(=O)=O)=CC=1.CC1C=CC(S(OCCC2CC(CC)(CC)C(=O)O2)(=O)=O)=CC=1, predict the reaction product. The product is: [CH:28]([CH:41]1[CH2:46][CH2:45][N:44]([CH2:16][CH2:17][CH:18]2[CH2:19][C:20]3([CH2:24][CH2:25][CH2:27][CH2:26]3)[C:21](=[O:23])[O:22]2)[CH2:43][CH2:42]1)([C:35]1[CH:36]=[CH:37][CH:38]=[CH:39][CH:40]=1)[C:29]1[CH:30]=[CH:31][CH:32]=[CH:33][CH:34]=1. (7) Given the reactants [CH2:1]([N:8]1[C:18]2=[C:19]3C(=[CH:15][CH:16]=[CH:17]2)C=C[CH2:11][N:10]3[C:9]1=[O:20])[C:2]1[CH:7]=[CH:6][CH:5]=[CH:4][CH:3]=1.[H+].[B-](F)(F)(F)F.CC1(C)N([Br:35])C(=O)N(Br)C1=O.[C:38]([O:42]C)([CH3:41])([CH3:40])C, predict the reaction product. The product is: [CH2:1]([N:8]1[C:18]2=[C:19]3[C:40](=[CH:15][CH:16]=[CH:17]2)[C@@H:38]([OH:42])[C@H:41]([Br:35])[CH2:11][N:10]3[C:9]1=[O:20])[C:2]1[CH:7]=[CH:6][CH:5]=[CH:4][CH:3]=1.